Dataset: Full USPTO retrosynthesis dataset with 1.9M reactions from patents (1976-2016). Task: Predict the reactants needed to synthesize the given product. (1) Given the product [CH:16]1([C:13]2[CH:12]=[CH:11][C:10]([C:2]([CH3:9])=[CH:3][C:4]([O:6][CH2:7][CH3:8])=[O:5])=[CH:15][CH:14]=2)[CH2:17][CH2:18][CH2:19][CH2:20][CH2:21][CH2:22]1, predict the reactants needed to synthesize it. The reactants are: O[C:2]([C:10]1[CH:15]=[CH:14][C:13]([CH:16]2[CH2:22][CH2:21][CH2:20][CH2:19][CH2:18][CH2:17]2)=[CH:12][CH:11]=1)([CH3:9])[CH2:3][C:4]([O:6][CH2:7][CH3:8])=[O:5].C1(C)C=CC(S(O)(=O)=O)=CC=1. (2) The reactants are: [CH2:1]([O:3][C:4]([C:6]1[CH:7]=[N:8][N:9]([CH3:22])[C:10]=1[NH:11][C:12]1[CH:17]=[CH:16][C:15]([Cl:18])=[CH:14][C:13]=1[N+:19]([O-])=O)=[O:5])[CH3:2]. Given the product [CH2:1]([O:3][C:4]([C:6]1[CH:7]=[N:8][N:9]([CH3:22])[C:10]=1[NH:11][C:12]1[CH:17]=[CH:16][C:15]([Cl:18])=[CH:14][C:13]=1[NH2:19])=[O:5])[CH3:2], predict the reactants needed to synthesize it.